Dataset: Reaction yield outcomes from USPTO patents with 853,638 reactions. Task: Predict the reaction yield, written as a fraction of the theoretical maximum amount of product (1.0 means a 100% yield; for example, 0.34 means a 34% yield). (1) The reactants are Cl.[F:2][C:3]1[CH:8]=[CH:7][C:6]([CH2:9][C:10](=[O:15])[CH2:11][N:12]([CH3:14])[CH3:13])=[CH:5][CH:4]=1.[NH:16]1C=CN=[CH:17]1. The yield is 0.540. The product is [F:2][C:3]1[CH:4]=[CH:5][C:6]([CH2:9][C:10](=[O:15])[CH2:11][N:12]2[CH:14]=[CH:17][N:16]=[CH:13]2)=[CH:7][CH:8]=1. The catalyst is C(O)C.O. (2) The reactants are [CH2:1]([C:3]1[C:11]([CH3:12])=[C:10]2[C:6]([C:7](=[O:13])[O:8][CH2:9]2)=[C:5]([O:14][CH2:15][CH2:16][Si:17]([CH3:20])([CH3:19])[CH3:18])[C:4]=1[CH2:21][CH:22]=[C:23]([CH3:26])[CH:24]=O)[CH3:2].C(O)(=O)C(O)=O.[CH2:33]([O:35][P:36]([CH2:41][CH2:42][NH2:43])(=[O:40])[O:37][CH2:38][CH3:39])[CH3:34].C(O)(=O)C.C(O[BH-](OC(=O)C)OC(=O)C)(=O)C.[Na+]. The catalyst is CN(C=O)C. The product is [CH2:38]([O:37][P:36]([CH2:41][CH2:42][NH:43][CH2:26][C:23]([CH3:24])=[CH:22][CH2:21][C:4]1[C:5]([O:14][CH2:15][CH2:16][Si:17]([CH3:20])([CH3:18])[CH3:19])=[C:6]2[C:10](=[C:11]([CH3:12])[C:3]=1[CH2:1][CH3:2])[CH2:9][O:8][C:7]2=[O:13])(=[O:40])[O:35][CH2:33][CH3:34])[CH3:39]. The yield is 0.970. (3) The reactants are [CH2:1]([N:8]1[CH:16]=[N:15][C:14]2[C:9]1=[N:10][C:11](Cl)=[N:12][C:13]=2[NH2:17])[C:2]1[CH:7]=[CH:6][CH:5]=[CH:4][CH:3]=1.O.[NH2:20][CH2:21][CH2:22][OH:23]. No catalyst specified. The product is [CH2:1]([N:8]1[CH:16]=[N:15][C:14]2[C:9]1=[N:10][C:11]([NH:20][CH2:21][CH2:22][OH:23])=[N:12][C:13]=2[NH2:17])[C:2]1[CH:7]=[CH:6][CH:5]=[CH:4][CH:3]=1. The yield is 1.00. (4) The reactants are [C:1]1(=O)[CH2:4][CH2:3][CH2:2]1.C([O-])(=O)C.[NH4+].[CH3:11][C:12]1([CH3:20])[O:17][C:16](=[O:18])[CH2:15][C:14](=[O:19])[O:13]1.C(O)(=O)C. The catalyst is C1(C)C=CC=CC=1.O. The product is [C:1]1(=[C:15]2[C:16](=[O:18])[O:17][C:12]([CH3:20])([CH3:11])[O:13][C:14]2=[O:19])[CH2:4][CH2:3][CH2:2]1. The yield is 0.480.